This data is from Forward reaction prediction with 1.9M reactions from USPTO patents (1976-2016). The task is: Predict the product of the given reaction. (1) Given the reactants Cl[C:2]1[CH:11]=[CH:10][C:5]([C:6]([O:8][CH3:9])=[O:7])=[CH:4][N:3]=1.[CH2:12]([N:19]1[CH2:23][CH2:22][CH:21]([NH2:24])[CH2:20]1)[C:13]1[CH:18]=[CH:17][CH:16]=[CH:15][CH:14]=1.C([O-])([O-])=O.[K+].[K+].CCOC(C)=O, predict the reaction product. The product is: [CH2:12]([N:19]1[CH2:23][CH2:22][CH:21]([NH:24][C:2]2[CH:11]=[CH:10][C:5]([C:6]([O:8][CH3:9])=[O:7])=[CH:4][N:3]=2)[CH2:20]1)[C:13]1[CH:14]=[CH:15][CH:16]=[CH:17][CH:18]=1. (2) The product is: [F:23][C:19]1[CH:20]=[CH:21][CH:22]=[C:2]([F:1])[C:3]=1[CH2:4][O:5][C:6]1[C:7]2[N:8]([C:12]([C:16]([NH:53][C@H:54]([CH2:57][CH2:58][CH2:59][CH3:60])[CH2:55][OH:56])=[O:17])=[C:13]([CH3:15])[N:14]=2)[CH:9]=[CH:10][CH:11]=1. Given the reactants [F:1][C:2]1[CH:22]=[CH:21][CH:20]=[C:19]([F:23])[C:3]=1[CH2:4][O:5][C:6]1[C:7]2[N:8]([C:12]([C:16](O)=[O:17])=[C:13]([CH3:15])[N:14]=2)[CH:9]=[CH:10][CH:11]=1.F[B-](F)(F)F.N1(O[C+](N(C)C)N(C)C)C2C=CC=CC=2N=N1.CN1CCOCC1.[NH2:53][C@H:54]([CH2:57][CH2:58][CH2:59][CH3:60])[CH2:55][OH:56].Cl, predict the reaction product.